This data is from NCI-60 drug combinations with 297,098 pairs across 59 cell lines. The task is: Regression. Given two drug SMILES strings and cell line genomic features, predict the synergy score measuring deviation from expected non-interaction effect. (1) Drug 1: CC1CCC2CC(C(=CC=CC=CC(CC(C(=O)C(C(C(=CC(C(=O)CC(OC(=O)C3CCCCN3C(=O)C(=O)C1(O2)O)C(C)CC4CCC(C(C4)OC)O)C)C)O)OC)C)C)C)OC. Drug 2: CC1=C(C(=O)C2=C(C1=O)N3CC4C(C3(C2COC(=O)N)OC)N4)N. Cell line: OVCAR-5. Synergy scores: CSS=41.3, Synergy_ZIP=-10.8, Synergy_Bliss=-1.10, Synergy_Loewe=1.80, Synergy_HSA=2.80. (2) Cell line: SK-OV-3. Synergy scores: CSS=32.7, Synergy_ZIP=-11.0, Synergy_Bliss=-13.9, Synergy_Loewe=-10.0, Synergy_HSA=-7.34. Drug 1: C1=CC(=CC=C1CCC2=CNC3=C2C(=O)NC(=N3)N)C(=O)NC(CCC(=O)O)C(=O)O. Drug 2: C1=NC2=C(N=C(N=C2N1C3C(C(C(O3)CO)O)F)Cl)N. (3) Drug 1: CN(C)C1=NC(=NC(=N1)N(C)C)N(C)C. Drug 2: CCCCC(=O)OCC(=O)C1(CC(C2=C(C1)C(=C3C(=C2O)C(=O)C4=C(C3=O)C=CC=C4OC)O)OC5CC(C(C(O5)C)O)NC(=O)C(F)(F)F)O. Cell line: CAKI-1. Synergy scores: CSS=3.29, Synergy_ZIP=8.36, Synergy_Bliss=-3.23, Synergy_Loewe=-4.80, Synergy_HSA=-0.612. (4) Drug 1: CC12CCC(CC1=CCC3C2CCC4(C3CC=C4C5=CN=CC=C5)C)O. Drug 2: CC1OCC2C(O1)C(C(C(O2)OC3C4COC(=O)C4C(C5=CC6=C(C=C35)OCO6)C7=CC(=C(C(=C7)OC)O)OC)O)O. Cell line: MCF7. Synergy scores: CSS=38.6, Synergy_ZIP=4.54, Synergy_Bliss=5.70, Synergy_Loewe=-1.48, Synergy_HSA=7.53. (5) Drug 1: CN(C)C1=NC(=NC(=N1)N(C)C)N(C)C. Drug 2: C1=CC(=CC=C1CC(C(=O)O)N)N(CCCl)CCCl.Cl. Cell line: OVCAR-8. Synergy scores: CSS=17.9, Synergy_ZIP=-2.71, Synergy_Bliss=11.7, Synergy_Loewe=-1.60, Synergy_HSA=6.56.